From a dataset of Reaction yield outcomes from USPTO patents with 853,638 reactions. Predict the reaction yield, written as a fraction of the theoretical maximum amount of product (1.0 means a 100% yield; for example, 0.34 means a 34% yield). (1) The reactants are [C:1]([O-:4])(=[S:3])[CH3:2].[K+].F[B-](F)(F)F.[H+].[Cl:12][C:13]1[CH:18]=[CH:17][C:16]([C:19]2[O:20][C:21]3[CH:27]=[CH:26][C:25]([N+]#N)=[CH:24][C:22]=3[N:23]=2)=[CH:15][CH:14]=1. The catalyst is CS(C)=O.O. The product is [C:1](=[O:4])([S:3][C:25]1[CH:26]=[CH:27][C:21]2[O:20][C:19]([C:16]3[CH:17]=[CH:18][C:13]([Cl:12])=[CH:14][CH:15]=3)=[N:23][C:22]=2[CH:24]=1)[CH3:2]. The yield is 0.0300. (2) The reactants are [C:1]([O:5][C:6](=[O:24])[NH:7][CH2:8][C:9]1[CH:10]=[C:11]([C:15]2[CH:20]=[CH:19][CH:18]=[C:17]([CH2:21][NH2:22])[C:16]=2[CH3:23])[CH:12]=[CH:13][CH:14]=1)([CH3:4])([CH3:3])[CH3:2].C(N(C(C)C)CC)(C)C.Cl[C:35]1[N:40]=[C:39]([S:41][C:42]#[N:43])[C:38]([N+:44]([O-:46])=[O:45])=[CH:37][N:36]=1. The catalyst is ClCCl.CO. The product is [C:1]([O:5][C:6](=[O:24])[NH:7][CH2:8][C:9]1[CH:10]=[C:11]([C:15]2[CH:20]=[CH:19][CH:18]=[C:17]([CH2:21][NH:22][C:35]3[N:40]=[C:39]([S:41][C:42]#[N:43])[C:38]([N+:44]([O-:46])=[O:45])=[CH:37][N:36]=3)[C:16]=2[CH3:23])[CH:12]=[CH:13][CH:14]=1)([CH3:4])([CH3:3])[CH3:2]. The yield is 0.630.